This data is from CYP2D6 inhibition data for predicting drug metabolism from PubChem BioAssay. The task is: Regression/Classification. Given a drug SMILES string, predict its absorption, distribution, metabolism, or excretion properties. Task type varies by dataset: regression for continuous measurements (e.g., permeability, clearance, half-life) or binary classification for categorical outcomes (e.g., BBB penetration, CYP inhibition). Dataset: cyp2d6_veith. (1) The molecule is C=CCn1c(=O)c2c(nc(Br)n2Cc2ccccc2Cl)n(C)c1=O. The result is 0 (non-inhibitor). (2) The compound is O=C(O)[C@H]1[C@@H]2C=C[C@H](O2)[C@@H]1C(=O)NCc1ccccn1. The result is 0 (non-inhibitor). (3) The drug is COc1cc2c(cc1O)CCC1C2CC[C@@]2(C)C1CC[C@@H]2O. The result is 0 (non-inhibitor). (4) The molecule is C[C@]12CN(CC[N+](C)(C)C)C[C@]1(C)[C@@H]1CC[C@@H]2O1. The result is 0 (non-inhibitor). (5) The drug is CC(C)CCn1c(Oc2ccccc2Cl)nc2c1c(=O)n(C)c(=O)n2C. The result is 0 (non-inhibitor). (6) The molecule is c1ccc(CN2CCN(Cc3ccc4c(c3)OCCO4)CC2)cc1. The result is 1 (inhibitor). (7) The drug is COc1cc2c(cc1NC(=O)Nc1ccccc1)oc1ccccc12. The result is 1 (inhibitor). (8) The drug is COc1ccc(C(=O)CN2C(=O)NC(C)(c3ccccc3)C2=O)cc1OC. The result is 0 (non-inhibitor). (9) The molecule is O=C(NCc1cccnc1)C1COc2ccccc2O1. The result is 0 (non-inhibitor).